From a dataset of Catalyst prediction with 721,799 reactions and 888 catalyst types from USPTO. Predict which catalyst facilitates the given reaction. (1) Reactant: [CH3:1][O:2][C:3](=[O:28])[CH:4]([C:20]1[CH:25]=[CH:24][C:23]([O:26][CH3:27])=[CH:22][CH:21]=1)[CH2:5][C:6]1[C:7]([NH:13][C:14]2[CH:19]=[CH:18][CH:17]=[CH:16][CH:15]=2)=[N:8][C:9](Cl)=[N:10][CH:11]=1.[NH2:29][C:30]1[CH:31]=[CH:32][C:33]([O:36][CH3:37])=[N:34][CH:35]=1. Product: [CH3:1][O:2][C:3](=[O:28])[CH:4]([C:20]1[CH:25]=[CH:24][C:23]([O:26][CH3:27])=[CH:22][CH:21]=1)[CH2:5][C:6]1[C:7]([NH:13][C:14]2[CH:19]=[CH:18][CH:17]=[CH:16][CH:15]=2)=[N:8][C:9]([NH:29][C:30]2[CH:35]=[N:34][C:33]([O:36][CH3:37])=[CH:32][CH:31]=2)=[N:10][CH:11]=1. The catalyst class is: 13. (2) Reactant: Br[CH2:2][C:3]([C:5]1[CH:10]=[CH:9][C:8]([O:11][CH2:12][CH3:13])=[CH:7][CH:6]=1)=O.[NH2:14][C:15]1[CH:20]=[CH:19][C:18]([I:21])=[CH:17][N:16]=1. Product: [CH2:12]([O:11][C:8]1[CH:9]=[CH:10][C:5]([C:3]2[N:14]=[C:15]3[CH:20]=[CH:19][C:18]([I:21])=[CH:17][N:16]3[CH:2]=2)=[CH:6][CH:7]=1)[CH3:13]. The catalyst class is: 10. (3) Reactant: [C:1]([C:3]1[N:4]=[C:5]2[C:11]3[CH:12]=[C:13]([C:16]([O:18][CH3:19])=[O:17])[CH:14]=[CH:15][C:10]=3[O:9][CH2:8][CH2:7][N:6]2[CH:20]=1)#[N:2].C(=O)([O-])[O-:22].[K+].[K+].OO. Product: [C:1]([C:3]1[N:4]=[C:5]2[C:11]3[CH:12]=[C:13]([C:16]([O:18][CH3:19])=[O:17])[CH:14]=[CH:15][C:10]=3[O:9][CH2:8][CH2:7][N:6]2[CH:20]=1)(=[O:22])[NH2:2]. The catalyst class is: 58. (4) Reactant: [H-].[Al+3].[Li+].[H-].[H-].[H-].[CH2:7]([O:14][C:15]1[CH:23]=[CH:22][C:18]([C:19]([NH2:21])=O)=[CH:17][CH:16]=1)[CH2:8][CH2:9][CH2:10][CH2:11][CH2:12][CH3:13]. Product: [CH2:7]([O:14][C:15]1[CH:16]=[CH:17][C:18]([CH2:19][NH2:21])=[CH:22][CH:23]=1)[CH2:8][CH2:9][CH2:10][CH2:11][CH2:12][CH3:13]. The catalyst class is: 1.